Task: Predict the reactants needed to synthesize the given product.. Dataset: Full USPTO retrosynthesis dataset with 1.9M reactions from patents (1976-2016) Given the product [C:1]1([NH:11][C:12](=[O:14])[CH3:13])[C:10]2[CH2:9][CH2:8][CH2:7][CH2:6][C:5]=2[CH:4]=[CH:3][N:2]=1, predict the reactants needed to synthesize it. The reactants are: [C:1]1([NH:11][C:12](=[O:14])[CH3:13])[C:10]2[C:5](=[CH:6][CH:7]=[CH:8][CH:9]=2)[CH:4]=[CH:3][N:2]=1.[OH-].[Na+].